From a dataset of Forward reaction prediction with 1.9M reactions from USPTO patents (1976-2016). Predict the product of the given reaction. Given the reactants [CH3:1][C:2]([O:7]O[Si](CC)(CC)CC)([CH3:6])[CH2:3]CO.[C:16]1(=[O:23])[CH2:21][CH2:20][C:19](=[O:22])[CH2:18][CH2:17]1.C1(C)C=CC(S(O)(=O)=[O:31])=CC=1, predict the reaction product. The product is: [CH3:1][C:2]1([CH3:6])[CH2:3][O:31][C:19]2([CH2:20][CH2:21][C:16](=[O:23])[CH2:17][CH2:18]2)[O:22][O:7]1.